This data is from Full USPTO retrosynthesis dataset with 1.9M reactions from patents (1976-2016). The task is: Predict the reactants needed to synthesize the given product. (1) Given the product [C:1]([O:5][C:6](=[O:27])[NH:7][CH:8]([C:19](=[O:26])[NH:20][CH2:21][CH2:22][CH2:23][CH2:24][CH3:25])[CH2:9][C:10]1[CH:11]=[CH:12][C:13]([NH2:16])=[CH:14][CH:15]=1)([CH3:2])([CH3:3])[CH3:4], predict the reactants needed to synthesize it. The reactants are: [C:1]([O:5][C:6](=[O:27])[NH:7][CH:8]([C:19](=[O:26])[NH:20][CH2:21][CH2:22][CH2:23][CH2:24][CH3:25])[CH2:9][C:10]1[CH:15]=[CH:14][C:13]([N+:16]([O-])=O)=[CH:12][CH:11]=1)([CH3:4])([CH3:3])[CH3:2]. (2) Given the product [Cl:23][C:3]1[CH:4]=[C:5]([S:8]([NH2:11])(=[O:10])=[O:9])[CH:6]=[CH:7][C:2]=1[NH:22][CH2:21][CH:18]1[CH2:19][CH2:20][O:15][CH2:16][CH2:17]1, predict the reactants needed to synthesize it. The reactants are: Cl[C:2]1[CH:7]=[CH:6][C:5]([S:8]([NH2:11])(=[O:10])=[O:9])=[CH:4][C:3]=1[N+]([O-])=O.[O:15]1[CH2:20][CH2:19][CH:18]([CH2:21][NH2:22])[CH2:17][CH2:16]1.[ClH:23].Cl.CN1CCN(N)CC1.CCN(C(C)C)C(C)C.CN(C)CCN(C)C. (3) Given the product [C:18](=[N:31][C:2]1[CH:7]=[CH:6][CH:5]=[C:4]([C:8]2[CH2:13][CH2:12][CH:11]([N:14]([CH3:16])[CH3:15])[CH2:10][CH:9]=2)[C:3]=1[F:17])([C:25]1[CH:26]=[CH:27][CH:28]=[CH:29][CH:30]=1)[C:19]1[CH:24]=[CH:23][CH:22]=[CH:21][CH:20]=1, predict the reactants needed to synthesize it. The reactants are: Br[C:2]1[C:3]([F:17])=[C:4]([C:8]2[CH2:13][CH2:12][CH:11]([N:14]([CH3:16])[CH3:15])[CH2:10][CH:9]=2)[CH:5]=[CH:6][CH:7]=1.[C:18](=[NH:31])([C:25]1[CH:30]=[CH:29][CH:28]=[CH:27][CH:26]=1)[C:19]1[CH:24]=[CH:23][CH:22]=[CH:21][CH:20]=1.CC(C)([O-])C.[Na+].C1(C)C=CC=CC=1. (4) Given the product [CH:1]1[C:9]2[C:8]3[CH2:10][CH2:11][CH2:12][CH2:13][C:7]=3[O:6][C:5]=2[CH:4]=[CH:3][C:2]=1[NH:14][C:21](=[O:22])[C:20]1[CH:24]=[CH:25][C:17]([C:16]([F:15])([F:26])[F:27])=[CH:18][CH:19]=1, predict the reactants needed to synthesize it. The reactants are: [CH2:1]1[C:9]2[C:8]3[CH:10]=[CH:11][CH:12]=[CH:13][C:7]=3[O:6][C:5]=2[CH2:4][CH2:3][CH:2]1[NH2:14].[F:15][C:16]([F:27])([F:26])[C:17]1[CH:25]=[CH:24][C:20]([C:21](Cl)=[O:22])=[CH:19][CH:18]=1.N1C=CC=CC=1.